From a dataset of Peptide-MHC class II binding affinity with 134,281 pairs from IEDB. Regression. Given a peptide amino acid sequence and an MHC pseudo amino acid sequence, predict their binding affinity value. This is MHC class II binding data. (1) The peptide sequence is TLLYPLFNLWGPAFHER. The MHC is DRB1_1101 with pseudo-sequence DRB1_1101. The binding affinity (normalized) is 0.121. (2) The peptide sequence is SQDLELSWNLNGFQAY. The MHC is HLA-DQA10301-DQB10302 with pseudo-sequence HLA-DQA10301-DQB10302. The binding affinity (normalized) is 0.505. (3) The peptide sequence is ILVGDNSFVSAISQT. The MHC is DRB5_0101 with pseudo-sequence DRB5_0101. The binding affinity (normalized) is 0.597. (4) The peptide sequence is RELWWVFYAAD. The MHC is HLA-DQA10401-DQB10402 with pseudo-sequence HLA-DQA10401-DQB10402. The binding affinity (normalized) is 0.381. (5) The peptide sequence is EKKYFAATQFEPLAP. The MHC is HLA-DPA10201-DPB10101 with pseudo-sequence HLA-DPA10201-DPB10101. The binding affinity (normalized) is 0.960.